Dataset: Reaction yield outcomes from USPTO patents with 853,638 reactions. Task: Predict the reaction yield, written as a fraction of the theoretical maximum amount of product (1.0 means a 100% yield; for example, 0.34 means a 34% yield). (1) The reactants are Cl[C:2]1[CH:11]=[C:10]2[C:5]([CH:6]=[C:7]([C:15]3[C:16]([CH3:34])=[CH:17][C:18]([F:33])=[C:19]([NH:21][C:22]([NH:24][C:25]4[CH:30]=[C:29]([F:31])[CH:28]=[C:27]([F:32])[CH:26]=4)=[O:23])[CH:20]=3)[C:8](=[O:14])[N:9]2[CH2:12][CH3:13])=[CH:4][N:3]=1.C([O-])([O-])=O.[Cs+].[Cs+].[CH3:41][N:42]([CH3:46])[C:43]([NH2:45])=[O:44].CC1(C)C2C(=C(P(C3C=CC=CC=3)C3C=CC=CC=3)C=CC=2)OC2C(P(C3C=CC=CC=3)C3C=CC=CC=3)=CC=CC1=2. The catalyst is O1CCOCC1.C1C=CC(/C=C/C(/C=C/C2C=CC=CC=2)=O)=CC=1.C1C=CC(/C=C/C(/C=C/C2C=CC=CC=2)=O)=CC=1.C1C=CC(/C=C/C(/C=C/C2C=CC=CC=2)=O)=CC=1.[Pd].[Pd].CN(C=O)C.CCOC(C)=O.O. The product is [F:32][C:27]1[CH:26]=[C:25]([NH:24][C:22](=[O:23])[NH:21][C:19]2[C:18]([F:33])=[CH:17][C:16]([CH3:34])=[C:15]([C:7]3[C:8](=[O:14])[N:9]([CH2:12][CH3:13])[C:10]4[C:5]([CH:6]=3)=[CH:4][N:3]=[C:2]([NH:45][C:43](=[O:44])[N:42]([CH3:46])[CH3:41])[CH:11]=4)[CH:20]=2)[CH:30]=[C:29]([F:31])[CH:28]=1. The yield is 0.0500. (2) The reactants are [CH3:1][N:2]1[C:11]2[C:6](=[CH:7][C:8]([CH:18]=[O:19])=[C:9]([C:12]3[CH:13]=[N:14][N:15]([CH3:17])[CH:16]=3)[CH:10]=2)[NH:5][CH2:4][CH2:3]1.Br[C:21]1[C:25]2[CH2:26][N:27]([C:30]([O:32][C:33]([CH3:36])([CH3:35])[CH3:34])=[O:31])[CH2:28][CH2:29][C:24]=2[N:23]([CH:37]2[CH2:42][CH2:41][O:40][CH2:39][CH2:38]2)[N:22]=1.C(O[Na])(C)(C)C. The catalyst is O1CCOCC1.Cl[Pd-3](Cl)(=C1N(C2C(C(CC)CC)=CC=CC=2C(CC)CC)C=CN1C1C(C(CC)CC)=CC=CC=1C(CC)CC)C1C(Cl)=CC=CN=1. The product is [CH:18]([C:8]1[CH:7]=[C:6]2[C:11]([N:2]([CH3:1])[CH2:3][CH2:4][N:5]2[C:21]2[C:25]3[CH2:26][N:27]([C:30]([O:32][C:33]([CH3:35])([CH3:36])[CH3:34])=[O:31])[CH2:28][CH2:29][C:24]=3[N:23]([CH:37]3[CH2:38][CH2:39][O:40][CH2:41][CH2:42]3)[N:22]=2)=[CH:10][C:9]=1[C:12]1[CH:13]=[N:14][N:15]([CH3:17])[CH:16]=1)=[O:19]. The yield is 0.550. (3) The reactants are [C:1]([C:4]1[C:16]2[NH:15][C:14]3[C:9](=[CH:10][CH:11]=[C:12]([C:17]([N:19]4[CH2:24][CH2:23][N:22]([CH3:25])[CH2:21][CH2:20]4)=[O:18])[CH:13]=3)[C:8]=2[C:7]([N:26]2[CH2:31][CH2:30][CH2:29][C@@H:28]([NH:32]C(=O)OCC3C=CC=CC=3)[CH2:27]2)=[CH:6][CH:5]=1)(=[O:3])[NH2:2].C([O-])=O.[NH4+]. The catalyst is [Pd].CO. The product is [NH2:32][C@@H:28]1[CH2:29][CH2:30][CH2:31][N:26]([C:7]2[C:8]3[C:9]4[C:14](=[CH:13][C:12]([C:17]([N:19]5[CH2:24][CH2:23][N:22]([CH3:25])[CH2:21][CH2:20]5)=[O:18])=[CH:11][CH:10]=4)[NH:15][C:16]=3[C:4]([C:1]([NH2:2])=[O:3])=[CH:5][CH:6]=2)[CH2:27]1. The yield is 0.980. (4) The reactants are [CH3:1][N:2]1[CH:7]=[C:6]([C:8]2[CH:13]=[CH:12][CH:11]=[C:10]([NH:14][C:15]([C:17]3[S:21][C:20]4[CH2:22][CH2:23][CH2:24][CH2:25][C:19]=4[CH:18]=3)=[O:16])[C:9]=2[CH3:26])[N:5]=[C:4]([O-])[C:3]1=[O:28].[Na+].N[C:31]1C(=O)N(C)C=C(Br)C=1. No catalyst specified. The product is [NH2:5][C:4]1[C:3](=[O:28])[N:2]([CH3:1])[CH:7]=[C:6]([C:8]2[C:9]([CH3:26])=[C:10]([NH:14][C:15]([C:17]3[S:21][C:20]4[CH2:22][CH2:23][CH2:24][CH2:25][C:19]=4[CH:18]=3)=[O:16])[CH:11]=[CH:12][CH:13]=2)[CH:31]=1. The yield is 0.280.